This data is from Reaction yield outcomes from USPTO patents with 853,638 reactions. The task is: Predict the reaction yield, written as a fraction of the theoretical maximum amount of product (1.0 means a 100% yield; for example, 0.34 means a 34% yield). (1) The reactants are [CH3:1][C:2]1[CH:3]=[C:4]([CH:6]=[CH:7][C:8]=1[CH3:9])[NH2:5].[C:10](Cl)(=[O:19])/[CH:11]=[CH:12]/[C:13]1[CH:18]=[CH:17][CH:16]=[CH:15][CH:14]=1. The catalyst is C1COCC1. The product is [CH3:1][C:2]1[CH:3]=[C:4]([NH:5][C:10](=[O:19])/[CH:11]=[CH:12]/[C:13]2[CH:18]=[CH:17][CH:16]=[CH:15][CH:14]=2)[CH:6]=[CH:7][C:8]=1[CH3:9]. The yield is 0.670. (2) The reactants are [O:1]=[C:2]1[CH2:11][CH2:10][C@@H:9]2[C@H:4]([CH2:5][C@@H:6]([C:19]([OH:21])=[O:20])[N:7]([C:12]([O:14][C:15]([CH3:18])([CH3:17])[CH3:16])=[O:13])[CH2:8]2)[CH2:3]1.O.O.O.O.O.O.O.[Cl-].[Cl-].[Cl-].[Ce+3].[C:33](O)(=O)[CH3:34]. The catalyst is C(O)C. The product is [OH:1][C@H:2]1[CH2:11][CH2:10][C@@H:9]2[C@H:4]([CH2:5][C@@H:6]([C:19]([O:21][CH2:33][CH3:34])=[O:20])[N:7]([C:12]([O:14][C:15]([CH3:16])([CH3:17])[CH3:18])=[O:13])[CH2:8]2)[CH2:3]1. The yield is 0.350. (3) The reactants are [CH3:1][C:2]1[CH:3]=[C:4]([CH2:9][C:10]#N)[CH:5]=[CH:6][C:7]=1[CH3:8].[OH:12]S(O)(=O)=O.[CH3:17][OH:18]. The catalyst is O. The product is [CH3:17][O:18][C:10](=[O:12])[CH2:9][C:4]1[CH:5]=[CH:6][C:7]([CH3:8])=[C:2]([CH3:1])[CH:3]=1. The yield is 0.980. (4) The reactants are [CH3:1][C:2]1[N:3]=[CH:4][NH:5][CH:6]=1.[OH-].[K+].Cl[C:10]1[C:15]([N+:16]([O-:18])=[O:17])=[CH:14][CH:13]=[C:12]([O:19][CH3:20])[N:11]=1. The catalyst is CN(C)C=O. The product is [CH3:20][O:19][C:12]1[N:11]=[C:10]([N:5]2[CH:6]=[C:2]([CH3:1])[N:3]=[CH:4]2)[C:15]([N+:16]([O-:18])=[O:17])=[CH:14][CH:13]=1. The yield is 0.930. (5) The reactants are N1CCCCC1.[CH3:7][O:8][C:9]1[CH:10]=[C:11]([CH:14]=[CH:15][C:16]=1[N:17]1[CH:21]=[C:20]([CH3:22])[N:19]=[CH:18]1)[CH:12]=O.[CH3:23][O:24][C:25]1[CH:30]=[CH:29][C:28]([N:31]2[C:35](=[O:36])[CH2:34][NH:33][C:32]2=[S:37])=[CH:27][CH:26]=1. The catalyst is C(O)C. The product is [CH3:7][O:8][C:9]1[CH:10]=[C:11]([CH:14]=[CH:15][C:16]=1[N:17]1[CH:21]=[C:20]([CH3:22])[N:19]=[CH:18]1)/[CH:12]=[C:34]1/[C:35](=[O:36])[N:31]([C:28]2[CH:27]=[CH:26][C:25]([O:24][CH3:23])=[CH:30][CH:29]=2)[C:32](=[S:37])[NH:33]/1. The yield is 0.470.